Dataset: Reaction yield outcomes from USPTO patents with 853,638 reactions. Task: Predict the reaction yield, written as a fraction of the theoretical maximum amount of product (1.0 means a 100% yield; for example, 0.34 means a 34% yield). (1) The reactants are [F:1][C:2]([F:26])([O:7][C:8]1[CH:13]=[CH:12][C:11]([N:14]2[CH:18]=[N:17][C:16]([C:19]3[CH:24]=[CH:23][C:22]([CH3:25])=[CH:21][CH:20]=3)=[N:15]2)=[CH:10][CH:9]=1)[C:3]([F:6])([F:5])[F:4].[OH-:27].[K+]. The catalyst is C(#N)C.O.O1CCOCC1. The product is [F:26][C:2]([F:1])([O:7][C:8]1[CH:9]=[CH:10][C:11]([N:14]2[CH:18]=[N:17][C:16]([C:19]3[CH:20]=[CH:21][C:22]([CH:25]=[O:27])=[CH:23][CH:24]=3)=[N:15]2)=[CH:12][CH:13]=1)[C:3]([F:6])([F:5])[F:4]. The yield is 0.300. (2) The reactants are C(=S)(OC1C=CC=CC=1)O[C@@H:3]1[C@@H:7]2[O:8][Si:9]([CH:23]([CH3:25])[CH3:24])([CH:20]([CH3:22])[CH3:21])[O:10][Si:11]([CH:17]([CH3:19])[CH3:18])([CH:14]([CH3:16])[CH3:15])[O:12][CH2:13][C@H:6]2[CH2:5][C@H:4]1[N:26]1[CH:34]=[N:33][C:32]2[C:27]1=[N:28][CH:29]=[N:30][C:31]=2[Cl:35].C([SnH](CCCC)CCCC)CCC.N(C(C)(C)C#N)=NC(C)(C)C#N. The catalyst is C1(C)C=CC=CC=1. The product is [Cl:35][C:31]1[N:30]=[CH:29][N:28]=[C:27]2[C:32]=1[N:33]=[CH:34][N:26]2[C@H:4]1[CH2:3][C@@H:7]2[O:8][Si:9]([CH:20]([CH3:22])[CH3:21])([CH:23]([CH3:25])[CH3:24])[O:10][Si:11]([CH:17]([CH3:18])[CH3:19])([CH:14]([CH3:15])[CH3:16])[O:12][CH2:13][C@H:6]2[CH2:5]1. The yield is 0.740.